From a dataset of NCI-60 drug combinations with 297,098 pairs across 59 cell lines. Regression. Given two drug SMILES strings and cell line genomic features, predict the synergy score measuring deviation from expected non-interaction effect. (1) Drug 1: C1CCC(CC1)NC(=O)N(CCCl)N=O. Drug 2: CNC(=O)C1=NC=CC(=C1)OC2=CC=C(C=C2)NC(=O)NC3=CC(=C(C=C3)Cl)C(F)(F)F. Cell line: SK-MEL-28. Synergy scores: CSS=22.3, Synergy_ZIP=-8.03, Synergy_Bliss=-3.13, Synergy_Loewe=-12.5, Synergy_HSA=-3.76. (2) Drug 1: CN(C)C1=NC(=NC(=N1)N(C)C)N(C)C. Synergy scores: CSS=44.2, Synergy_ZIP=-2.29, Synergy_Bliss=-5.55, Synergy_Loewe=-9.38, Synergy_HSA=-7.48. Cell line: HCC-2998. Drug 2: C1C(C(OC1N2C=C(C(=O)NC2=O)F)CO)O. (3) Drug 1: C1=CC(=C2C(=C1NCCNCCO)C(=O)C3=C(C=CC(=C3C2=O)O)O)NCCNCCO. Drug 2: C1=CC=C(C=C1)NC(=O)CCCCCCC(=O)NO. Cell line: OVCAR3. Synergy scores: CSS=25.0, Synergy_ZIP=-2.03, Synergy_Bliss=-1.80, Synergy_Loewe=-8.58, Synergy_HSA=1.01.